Dataset: Forward reaction prediction with 1.9M reactions from USPTO patents (1976-2016). Task: Predict the product of the given reaction. (1) The product is: [CH2:15]([O:14][C:12](=[O:13])[C@H:10]([CH3:11])[CH2:9][C@H:8]([NH:17][C:18]([C:20]1[S:24][C:23]([C:25](=[O:27])[NH2:37])=[CH:22][CH:21]=1)=[O:19])[CH2:7][C:4]1[CH:3]=[CH:2][C:1]([C:28]2[CH:33]=[CH:32][CH:31]=[CH:30][CH:29]=2)=[CH:6][CH:5]=1)[CH3:16]. Given the reactants [C:1]1([C:28]2[CH:33]=[CH:32][CH:31]=[CH:30][CH:29]=2)[CH:6]=[CH:5][C:4]([CH2:7][C@@H:8]([NH:17][C:18]([C:20]2[S:24][C:23]([C:25]([OH:27])=O)=[CH:22][CH:21]=2)=[O:19])[CH2:9][C@H:10]([C:12]([O:14][CH2:15][CH3:16])=[O:13])[CH3:11])=[CH:3][CH:2]=1.C([N:37](C(C)C)CC)(C)C.ClC(OCC(C)C)=O.[OH-].[NH4+].Cl, predict the reaction product. (2) Given the reactants [CH3:1][C:2]1[C:6]2[C:7](=[O:19])[N:8]([CH2:11][CH2:12][N:13]3[CH2:18][CH2:17][O:16][CH2:15][CH2:14]3)[CH2:9][CH2:10][C:5]=2[NH:4][C:3]=1[CH:20]=O.[NH:22]1[CH2:27][CH2:26][CH:25]([C:28]2[CH:36]=[CH:35][CH:34]=[C:33]3[C:29]=2[CH2:30][C:31](=[O:37])[NH:32]3)[CH2:24][CH2:23]1, predict the reaction product. The product is: [CH3:1][C:2]1[C:6]2[C:7](=[O:19])[N:8]([CH2:11][CH2:12][N:13]3[CH2:14][CH2:15][O:16][CH2:17][CH2:18]3)[CH2:9][CH2:10][C:5]=2[NH:4][C:3]=1[CH:20]=[C:30]1[C:29]2[C:33](=[CH:34][CH:35]=[CH:36][C:28]=2[CH:25]2[CH2:24][CH2:23][NH:22][CH2:27][CH2:26]2)[NH:32][C:31]1=[O:37]. (3) Given the reactants [CH2:1]([Mg]Cl)[C:2]1[CH:7]=[CH:6][CH:5]=[CH:4][CH:3]=1.[O:10]=[C:11]1[CH2:24][C:13]2([CH2:16][N:15]([C:17]([O:19][C:20]([CH3:23])([CH3:22])[CH3:21])=[O:18])[CH2:14]2)[CH2:12]1, predict the reaction product. The product is: [CH2:1]([C:11]1([OH:10])[CH2:24][C:13]2([CH2:14][N:15]([C:17]([O:19][C:20]([CH3:21])([CH3:22])[CH3:23])=[O:18])[CH2:16]2)[CH2:12]1)[C:2]1[CH:7]=[CH:6][CH:5]=[CH:4][CH:3]=1. (4) Given the reactants [CH2:1]([N:4]1[CH2:8][C:7]([NH2:15])([C:9]2[S:10][CH:11]=[C:12]([Br:14])[CH:13]=2)[CH:6]([CH2:16][OH:17])[CH2:5]1)[CH:2]=[CH2:3].C[Si](N([Si](C)(C)C)C(=[O:28])C(F)(F)F)(C)C.[C:33]([N:41]=[C:42]=S)(=[O:40])[C:34]1[CH:39]=[CH:38][CH:37]=[CH:36][CH:35]=1, predict the reaction product. The product is: [CH2:1]([N:4]1[CH2:5][CH:6]([CH2:16][OH:17])[C:7]([NH:15][C:42]([NH:41][C:33](=[O:40])[C:34]2[CH:39]=[CH:38][CH:37]=[CH:36][CH:35]=2)=[O:28])([C:9]2[S:10][CH:11]=[C:12]([Br:14])[CH:13]=2)[CH2:8]1)[CH:2]=[CH2:3]. (5) The product is: [C:7]([N:10]1[CH2:4][CH2:3][C:2]([CH3:6])([CH3:1])[C:11]1([C:17]([O:19][CH2:20][CH3:21])=[O:18])[C:12]([O:14][CH2:15][CH3:16])=[O:13])(=[O:9])[CH3:8]. Given the reactants [CH3:1][C:2]([CH3:6])=[CH:3][CH:4]=O.[C:7]([NH:10][CH:11]([C:17]([O:19][CH2:20][CH3:21])=[O:18])[C:12]([O:14][CH2:15][CH3:16])=[O:13])(=[O:9])[CH3:8], predict the reaction product. (6) The product is: [O:4]=[C:5]1[CH2:6][CH2:7][N:8]([C:11]2[CH:19]=[CH:18][C:14]([C:15]([OH:17])=[O:16])=[CH:13][CH:12]=2)[CH2:9][CH2:10]1. Given the reactants O1[C:5]2([CH2:10][CH2:9][N:8]([C:11]3[CH:19]=[CH:18][C:14]([C:15]([OH:17])=[O:16])=[CH:13][CH:12]=3)[CH2:7][CH2:6]2)[O:4]CC1.[OH-].[NH4+], predict the reaction product. (7) Given the reactants [CH3:1][C:2]1([CH3:25])[C:6]([C:7]2[CH:12]=[C:11]([C:13]([O:15][CH3:16])=[O:14])[CH:10]=[CH:9][C:8]=2[C:17]2[CH:22]=[C:21]([F:23])[CH:20]=[CH:19][C:18]=2[F:24])=[CH:5][CH2:4][CH2:3]1, predict the reaction product. The product is: [CH3:1][C:2]1([CH3:25])[CH2:3][CH2:4][CH2:5][CH:6]1[C:7]1[CH:12]=[C:11]([C:13]([O:15][CH3:16])=[O:14])[CH:10]=[CH:9][C:8]=1[C:17]1[CH:22]=[C:21]([F:23])[CH:20]=[CH:19][C:18]=1[F:24].